From a dataset of Full USPTO retrosynthesis dataset with 1.9M reactions from patents (1976-2016). Predict the reactants needed to synthesize the given product. (1) Given the product [C:1]([C:9]1[CH:10]=[CH:11][C:12]2[S:20][C:19]([C:18]([O:22][CH3:23])=[O:21])=[CH:14][C:13]=2[CH:16]=1)(=[O:8])[C:2]1[CH:7]=[CH:6][CH:5]=[CH:4][CH:3]=1, predict the reactants needed to synthesize it. The reactants are: [C:1]([C:9]1[CH:10]=[CH:11][C:12](F)=[C:13]([CH:16]=1)[CH:14]=O)(=[O:8])[C:2]1[CH:7]=[CH:6][CH:5]=[CH:4][CH:3]=1.[C:18]([O:22][CH3:23])(=[O:21])[CH2:19][SH:20].C(=O)([O-])[O-].[K+].[K+].CN(C)C=O. (2) Given the product [C:1]([O:5][C:6]([N:8]1[CH2:13][CH2:12][CH:11]([CH:14]([C:16]2[NH:25][C:24](=[O:26])[C:19]3[C:18](=[CH:23][CH:22]=[CH:21][CH:20]=3)[N:17]=2)[CH3:15])[CH2:10][CH2:9]1)=[O:7])([CH3:4])([CH3:3])[CH3:2], predict the reactants needed to synthesize it. The reactants are: [C:1]([O:5][C:6]([N:8]1[CH2:13][CH2:12][CH:11]([CH:14]([C:16](=O)[NH:17][C:18]2[CH:23]=[CH:22][CH:21]=[CH:20][C:19]=2[C:24](=[O:26])[NH2:25])[CH3:15])[CH2:10][CH2:9]1)=[O:7])([CH3:4])([CH3:3])[CH3:2].CO[Na]. (3) Given the product [ClH:21].[ClH:21].[NH2:8][CH2:9][C:10]1[O:14][C:13]([CH3:15])=[N:12][C:11]=1[C:16]([O:18][CH2:19][CH3:20])=[O:17], predict the reactants needed to synthesize it. The reactants are: C(OC([NH:8][CH2:9][C:10]1[O:14][C:13]([CH3:15])=[N:12][C:11]=1[C:16]([O:18][CH2:19][CH3:20])=[O:17])=O)(C)(C)C.[ClH:21].C(OCC)(=O)C. (4) Given the product [Cl:33][C:16]1[N:15]=[CH:14][C:13]([C:10]2[CH:11]=[CH:12][C:7]3[N:8]([C:34]([C:35]4[CH2:40][CH2:39][NH:38][CH2:37][CH:36]=4)=[C:5]([NH:4][C:1](=[O:3])[CH3:2])[N:6]=3)[N:9]=2)=[CH:18][C:17]=1[NH:19][S:20]([C:23]1[CH:28]=[CH:27][CH:26]=[C:25]([O:29][CH:30]([F:31])[F:32])[CH:24]=1)(=[O:21])=[O:22], predict the reactants needed to synthesize it. The reactants are: [C:1]([NH:4][C:5]1[N:6]=[C:7]2[CH:12]=[CH:11][C:10]([C:13]3[CH:14]=[N:15][C:16]([Cl:33])=[C:17]([NH:19][S:20]([C:23]4[CH:28]=[CH:27][CH:26]=[C:25]([O:29][CH:30]([F:32])[F:31])[CH:24]=4)(=[O:22])=[O:21])[CH:18]=3)=[N:9][N:8]2[C:34]=1[C:35]1[CH2:40][CH2:39][N:38](C(OC(C)(C)C)=O)[CH2:37][CH:36]=1)(=[O:3])[CH3:2].FC(F)(F)C(O)=O. (5) Given the product [N:41]([CH:19]1[C:20](=[O:21])[N:14]([CH3:13])[C:15]2[CH:25]=[CH:24][CH:23]=[N:22][C:16]=2[CH2:17][CH2:18]1)=[N+:42]=[N-:43], predict the reactants needed to synthesize it. The reactants are: C(NC(C)C)(C)C.[Li]CCCC.[CH3:13][N:14]1[C:20](=[O:21])[CH2:19][CH2:18][CH2:17][C:16]2[N:22]=[CH:23][CH:24]=[CH:25][C:15]1=2.CC(C1C=C(C(C)C)C(S([N:41]=[N+:42]=[N-:43])(=O)=O)=C(C(C)C)C=1)C.C(O)(=O)C. (6) Given the product [C:26]([C:28]1[CH:48]=[C:47]([C:2]2[N:3]=[C:4]([NH:8][C:9]3[CH:14]=[CH:13][C:12]([N:15]4[CH2:20][CH2:19][N:18]([CH:21]5[CH2:24][O:23][CH2:22]5)[C@@H:17]([CH3:25])[CH2:16]4)=[CH:11][CH:10]=3)[N:5]=[CH:6][N:7]=2)[CH:46]=[CH:45][C:29]=1[O:30][C@H:31]1[CH2:36][CH2:35][N:34]([C:37]([O:39][C:40]([CH3:43])([CH3:42])[CH3:41])=[O:38])[CH2:33][C@H:32]1[F:44])#[N:27], predict the reactants needed to synthesize it. The reactants are: Cl[C:2]1[N:7]=[CH:6][N:5]=[C:4]([NH:8][C:9]2[CH:14]=[CH:13][C:12]([N:15]3[CH2:20][CH2:19][N:18]([CH:21]4[CH2:24][O:23][CH2:22]4)[C@@H:17]([CH3:25])[CH2:16]3)=[CH:11][CH:10]=2)[N:3]=1.[C:26]([C:28]1[CH:48]=[C:47](B2OC(C)(C)C(C)(C)O2)[CH:46]=[CH:45][C:29]=1[O:30][C@H:31]1[CH2:36][CH2:35][N:34]([C:37]([O:39][C:40]([CH3:43])([CH3:42])[CH3:41])=[O:38])[CH2:33][C@H:32]1[F:44])#[N:27].C(=O)([O-])[O-].[Na+].[Na+]. (7) Given the product [Cl:1][C:2]1[C:3]([C:27]([F:30])([F:29])[F:28])=[N:4][N:5]([CH2:8][CH:9]([NH:10][S:39]([CH3:38])(=[O:41])=[O:40])[CH:11]2[CH2:16][CH2:15][N:14]([C:17]3[CH:22]=[C:21]([O:23][CH3:24])[C:20]([Cl:25])=[CH:19][C:18]=3[Cl:26])[CH2:13][CH2:12]2)[C:6]=1[CH3:7], predict the reactants needed to synthesize it. The reactants are: [Cl:1][C:2]1[C:3]([C:27]([F:30])([F:29])[F:28])=[N:4][N:5]([CH2:8][CH:9]([CH:11]2[CH2:16][CH2:15][N:14]([C:17]3[CH:22]=[C:21]([O:23][CH3:24])[C:20]([Cl:25])=[CH:19][C:18]=3[Cl:26])[CH2:13][CH2:12]2)[NH2:10])[C:6]=1[CH3:7].C(N(CC)CC)C.[CH3:38][S:39](Cl)(=[O:41])=[O:40].